Task: Predict which catalyst facilitates the given reaction.. Dataset: Catalyst prediction with 721,799 reactions and 888 catalyst types from USPTO Reactant: [Cl:1][C:2]1[CH:7]=[CH:6][C:5]([N+:8]([O-])=O)=[CH:4][C:3]=1[C:11]1[CH:16]=[CH:15][C:14]([CH3:17])=[CH:13][N:12]=1.Cl[Sn]Cl.Cl. Product: [Cl:1][C:2]1[CH:7]=[CH:6][C:5]([NH2:8])=[CH:4][C:3]=1[C:11]1[CH:16]=[CH:15][C:14]([CH3:17])=[CH:13][N:12]=1. The catalyst class is: 14.